From a dataset of Reaction yield outcomes from USPTO patents with 853,638 reactions. Predict the reaction yield, written as a fraction of the theoretical maximum amount of product (1.0 means a 100% yield; for example, 0.34 means a 34% yield). The reactants are [Br:1][C:2]1[CH:7]=[CH:6][CH:5]=[C:4]([Br:8])[C:3]=1[OH:9].[C:10](=O)([O-])[O-].[K+].[K+].IC. The catalyst is CC(C)=O. The product is [Br:1][C:2]1[CH:7]=[CH:6][CH:5]=[C:4]([Br:8])[C:3]=1[O:9][CH3:10]. The yield is 0.980.